This data is from NCI-60 drug combinations with 297,098 pairs across 59 cell lines. The task is: Regression. Given two drug SMILES strings and cell line genomic features, predict the synergy score measuring deviation from expected non-interaction effect. (1) Synergy scores: CSS=15.8, Synergy_ZIP=-9.53, Synergy_Bliss=-14.7, Synergy_Loewe=-15.7, Synergy_HSA=-11.0. Cell line: NCI-H226. Drug 1: CC1C(C(CC(O1)OC2CC(CC3=C2C(=C4C(=C3O)C(=O)C5=C(C4=O)C(=CC=C5)OC)O)(C(=O)CO)O)N)O.Cl. Drug 2: CC12CCC3C(C1CCC2O)C(CC4=C3C=CC(=C4)O)CCCCCCCCCS(=O)CCCC(C(F)(F)F)(F)F. (2) Drug 1: C1=CN(C(=O)N=C1N)C2C(C(C(O2)CO)O)O.Cl. Drug 2: CC12CCC3C(C1CCC2O)C(CC4=C3C=CC(=C4)O)CCCCCCCCCS(=O)CCCC(C(F)(F)F)(F)F. Cell line: MALME-3M. Synergy scores: CSS=11.0, Synergy_ZIP=-5.81, Synergy_Bliss=0.492, Synergy_Loewe=-17.9, Synergy_HSA=-2.22.